From a dataset of Forward reaction prediction with 1.9M reactions from USPTO patents (1976-2016). Predict the product of the given reaction. Given the reactants [CH3:1][O:2][C:3](=[O:27])[CH2:4][N:5]1[C:13]2[C:8](=[CH:9][C:10]([F:14])=[CH:11][CH:12]=2)[C:7]([CH2:15][C:16]2[CH:21]=[CH:20][CH:19]=[CH:18][C:17]=2[S:22](Cl)(=[O:24])=[O:23])=[C:6]1[CH3:26].[CH3:28][NH:29][C:30]1[CH:35]=[CH:34][CH:33]=[CH:32][CH:31]=1, predict the reaction product. The product is: [CH3:1][O:2][C:3](=[O:27])[CH2:4][N:5]1[C:13]2[C:8](=[CH:9][C:10]([F:14])=[CH:11][CH:12]=2)[C:7]([CH2:15][C:16]2[CH:21]=[CH:20][CH:19]=[CH:18][C:17]=2[S:22](=[O:24])(=[O:23])[N:29]([CH3:28])[C:30]2[CH:35]=[CH:34][CH:33]=[CH:32][CH:31]=2)=[C:6]1[CH3:26].